The task is: Predict the reactants needed to synthesize the given product.. This data is from Full USPTO retrosynthesis dataset with 1.9M reactions from patents (1976-2016). (1) Given the product [F:1][C:2]1[CH:3]=[C:4]([S:8]([F:12])(=[O:10])=[O:9])[CH:5]=[CH:6][CH:7]=1, predict the reactants needed to synthesize it. The reactants are: [F:1][C:2]1[CH:3]=[C:4]([S:8](Cl)(=[O:10])=[O:9])[CH:5]=[CH:6][CH:7]=1.[F-:12].[K+]. (2) Given the product [NH2:1][C:4]1[S:8][C:7]([S:9]([N:12]2[CH2:17][CH2:16][N:15]([C:18]3[CH:19]=[CH:20][C:21]([C:24]([OH:33])([C:29]([F:32])([F:30])[F:31])[C:25]([F:27])([F:28])[F:26])=[CH:22][CH:23]=3)[C@@H:14]([CH2:34][N:35]3[CH2:40][CH2:39][O:38][CH2:37][C@@H:36]3[CH3:41])[CH2:13]2)(=[O:10])=[O:11])=[CH:6][CH:5]=1, predict the reactants needed to synthesize it. The reactants are: [N+:1]([C:4]1[S:8][C:7]([S:9]([N:12]2[CH2:17][CH2:16][N:15]([C:18]3[CH:23]=[CH:22][C:21]([C:24]([OH:33])([C:29]([F:32])([F:31])[F:30])[C:25]([F:28])([F:27])[F:26])=[CH:20][CH:19]=3)[C@@H:14]([CH2:34][N:35]3[CH2:40][CH2:39][O:38][CH2:37][C@@H:36]3[CH3:41])[CH2:13]2)(=[O:11])=[O:10])=[CH:6][CH:5]=1)([O-])=O.C([O-])(O)=O.[Na+]. (3) Given the product [ClH:27].[CH2:1]([NH:8][C:9]1[N:13]([CH3:14])[C:12]2[CH:15]=[CH:16][C:17]([N:19]([CH3:20])[C:21]3[CH:26]=[CH:25][N:24]=[C:23]([NH:28][C:29]4[CH:30]=[C:31]([S:35]([NH2:38])(=[O:36])=[O:37])[CH:32]=[CH:33][CH:34]=4)[N:22]=3)=[CH:18][C:11]=2[N:10]=1)[C:2]1[CH:7]=[CH:6][CH:5]=[CH:4][CH:3]=1, predict the reactants needed to synthesize it. The reactants are: [CH2:1]([NH:8][C:9]1[N:13]([CH3:14])[C:12]2[CH:15]=[CH:16][C:17]([N:19]([C:21]3[CH:26]=[CH:25][N:24]=[C:23]([Cl:27])[N:22]=3)[CH3:20])=[CH:18][C:11]=2[N:10]=1)[C:2]1[CH:7]=[CH:6][CH:5]=[CH:4][CH:3]=1.[NH2:28][C:29]1[CH:30]=[C:31]([S:35]([NH2:38])(=[O:37])=[O:36])[CH:32]=[CH:33][CH:34]=1. (4) Given the product [C:19]([O:22][CH:23]1[CH2:35][CH2:34][CH2:33][CH2:32][CH2:31][CH2:30][CH2:29][CH:28]([OH:36])[CH2:27][CH2:26][CH2:25][CH2:24]1)(=[O:21])[CH3:20], predict the reactants needed to synthesize it. The reactants are: C(OC1CCCCCCC(O)CCCCC1)(=O)C.[C:19]([O:22][CH:23]1[CH2:35][CH2:34][CH2:33][CH2:32][CH2:31][CH2:30][CH2:29][CH:28]([OH:36])[CH:27]=[CH:26][CH2:25][CH2:24]1)(=[O:21])[CH3:20].[H][H]. (5) Given the product [F:24][C:22]1[CH:21]=[CH:20][C:19]([O:25][C:26]2[CH:31]=[CH:30][C:29]([O:58][CH3:60])=[CH:28][N:27]=2)=[C:18]2[C:23]=1[C@H:15]([O:14][C:12]1[CH:11]=[CH:10][C:9]3[C@H:5]([CH2:4][C:34]([OH:37])=[O:35])[CH2:6][O:7][C:8]=3[CH:13]=1)[CH2:16][CH2:17]2, predict the reactants needed to synthesize it. The reactants are: COC(=O)[CH2:4][C@H:5]1[C:9]2[CH:10]=[CH:11][C:12]([O:14][C@H:15]3[C:23]4[C:18](=[C:19]([O:25][C:26]5[CH:31]=[CH:30][C:29](I)=[CH:28][N:27]=5)[CH:20]=[CH:21][C:22]=4[F:24])[CH2:17][CH2:16]3)=[CH:13][C:8]=2[O:7][CH2:6]1.[C:34]([O-:37])([O-])=[O:35].[Cs+].[Cs+].CC1C(C)=CC2C(=C3C(=CC=2)C(C)=C(C)C=N3)N=1.[OH-:58].[Na+].[CH3:60]O. (6) Given the product [CH3:6]/[C:7](/[CH2:13][CH2:14][CH2:15][CH2:16][CH2:17][CH2:18][CH2:19][CH2:20][CH3:21])=[CH:8]\[CH2:9][CH2:5][CH:4]=[O:3], predict the reactants needed to synthesize it. The reactants are: CC[O:3][CH2:4][CH3:5].[CH3:6]/[C:7](/[CH2:13][CH2:14][CH2:15][CH2:16][CH2:17][CH2:18][CH2:19][CH2:20][CH3:21])=[CH:8]\[CH2:9]CC#N.CC(C[AlH]CC(C)C)C. (7) Given the product [CH2:29]([C:7]1[CH:8]=[C:9]([C:13]2[N:17]=[C:16]([C:18]3[CH:23]=[C:22]([CH2:24][CH:25]([CH3:26])[CH3:27])[CH:21]=[C:20]([CH3:28])[N:19]=3)[O:15][N:14]=2)[CH:10]=[C:11]([CH3:12])[C:6]=1[O:5][CH2:4][C@@H:3]([OH:31])[CH2:2][NH:1][C:43](=[O:44])[CH2:42][OH:45])[CH3:30], predict the reactants needed to synthesize it. The reactants are: [NH2:1][CH2:2][C@H:3]([OH:31])[CH2:4][O:5][C:6]1[C:11]([CH3:12])=[CH:10][C:9]([C:13]2[N:17]=[C:16]([C:18]3[CH:23]=[C:22]([CH2:24][CH:25]([CH3:27])[CH3:26])[CH:21]=[C:20]([CH3:28])[N:19]=3)[O:15][N:14]=2)=[CH:8][C:7]=1[CH2:29][CH3:30].C1C=CC2N(O)N=NC=2C=1.[C:42](O)(=[O:45])[CH2:43][OH:44].CCN=C=NCCCN(C)C.Cl. (8) Given the product [Br:1][CH:14]([CH3:15])[C:8](=[O:7])[CH2:9][C:10]([O:12][CH3:13])=[O:11], predict the reactants needed to synthesize it. The reactants are: [Br:1]Br.C(Cl)(Cl)Cl.[O:7]=[C:8]([CH2:14][CH3:15])[CH2:9][C:10]([O:12][CH3:13])=[O:11]. (9) The reactants are: C(N(CC)CC)C.[NH2:8][C:9]1[C:10]([C:19]([NH:21][C@@H:22]([CH:27]2[CH2:32][CH2:31][CH2:30][CH2:29][CH2:28]2)[C:23]([O:25][CH3:26])=[O:24])=[O:20])=[CH:11][C:12]2[C:17]([CH:18]=1)=[CH:16][CH:15]=[CH:14][CH:13]=2.[Br:33][C:34]1[O:38][C:37]([C:39](Cl)=[O:40])=[CH:36][CH:35]=1.Cl. Given the product [Br:33][C:34]1[O:38][C:37]([C:39]([NH:8][C:9]2[C:10]([C:19]([NH:21][C@@H:22]([CH:27]3[CH2:32][CH2:31][CH2:30][CH2:29][CH2:28]3)[C:23]([O:25][CH3:26])=[O:24])=[O:20])=[CH:11][C:12]3[C:17]([CH:18]=2)=[CH:16][CH:15]=[CH:14][CH:13]=3)=[O:40])=[CH:36][CH:35]=1, predict the reactants needed to synthesize it. (10) Given the product [Cl:25][C:26]1[CH:31]=[CH:30][C:29]([O:1][CH2:2][CH2:3][N:4]2[C:12]3[CH:11]=[CH:10][CH:9]=[CH:8][C:7]=3[C:6]3[CH2:13][CH2:14][N:15]([C:18]([O:20][C:21]([CH3:24])([CH3:23])[CH3:22])=[O:19])[CH2:16][CH2:17][C:5]2=3)=[CH:28][CH:27]=1, predict the reactants needed to synthesize it. The reactants are: [OH:1][CH2:2][CH2:3][N:4]1[C:12]2[CH:11]=[CH:10][CH:9]=[CH:8][C:7]=2[C:6]2[CH2:13][CH2:14][N:15]([C:18]([O:20][C:21]([CH3:24])([CH3:23])[CH3:22])=[O:19])[CH2:16][CH2:17][C:5]1=2.[Cl:25][C:26]1[CH:31]=[CH:30][C:29](O)=[CH:28][CH:27]=1.C1(P(C2C=CC=CC=2)C2C=CC=CC=2)C=CC=CC=1.N(C(OCC)=O)=NC(OCC)=O.